This data is from Catalyst prediction with 721,799 reactions and 888 catalyst types from USPTO. The task is: Predict which catalyst facilitates the given reaction. Reactant: Cl[C:2]1[N:7]=[C:6]([C:8]2[CH:13]=[C:12]([C:14]([F:17])([F:16])[F:15])[CH:11]=[C:10]([Cl:18])[CH:9]=2)[C:5]([CH3:19])=[CH:4][N:3]=1.[CH3:20][N:21]1[CH2:26][CH2:25][N:24]([CH2:27][C:28]2[CH:34]=[CH:33][C:31]([NH2:32])=[CH:30][CH:29]=2)[CH2:23][CH2:22]1. Product: [Cl:18][C:10]1[CH:9]=[C:8]([C:6]2[C:5]([CH3:19])=[CH:4][N:3]=[C:2]([NH:32][C:31]3[CH:30]=[CH:29][C:28]([CH2:27][N:24]4[CH2:23][CH2:22][N:21]([CH3:20])[CH2:26][CH2:25]4)=[CH:34][CH:33]=3)[N:7]=2)[CH:13]=[C:12]([C:14]([F:17])([F:16])[F:15])[CH:11]=1. The catalyst class is: 61.